Dataset: Reaction yield outcomes from USPTO patents with 853,638 reactions. Task: Predict the reaction yield, written as a fraction of the theoretical maximum amount of product (1.0 means a 100% yield; for example, 0.34 means a 34% yield). (1) The catalyst is C(O)C. The product is [CH3:1][O:2][CH2:3][CH2:4][CH2:5][CH2:6][C@H:7]([NH:20][C:21]1[CH:22]=[CH:23][C:24]([C:27]([NH:29][CH2:30][CH2:31][C:32]([OH:34])=[O:33])=[O:28])=[CH:25][CH:26]=1)[C:8]1[O:9][C:10]2[CH:17]=[CH:16][C:15]([O:18][CH3:19])=[CH:14][C:11]=2[C:12]=1[CH3:13]. The yield is 0.980. The reactants are [CH3:1][O:2][CH2:3][CH2:4][CH2:5][CH2:6][CH:7]([NH:20][C:21]1[CH:26]=[CH:25][C:24]([C:27]([NH:29][CH2:30][CH2:31][C:32]([O:34]CC)=[O:33])=[O:28])=[CH:23][CH:22]=1)[C:8]1[O:9][C:10]2[CH:17]=[CH:16][C:15]([O:18][CH3:19])=[CH:14][C:11]=2[C:12]=1[CH3:13].O1CCCC1.[OH-].[Na+]. (2) The reactants are Br[C:2]1[CH:7]=[CH:6][C:5]([Br:8])=[CH:4][N:3]=1.[NH:9]1[CH2:13][CH2:12][CH2:11][CH2:10]1. The catalyst is C(O)CCC. The product is [Br:8][C:5]1[CH:6]=[CH:7][C:2]([N:9]2[CH2:13][CH2:12][CH2:11][CH2:10]2)=[N:3][CH:4]=1. The yield is 0.980. (3) The reactants are [CH2:1]([C:3]1[CH:11]=[CH:10][C:9]2[NH:8][C:7]3[CH2:12][CH2:13][N:14]([CH3:16])[CH2:15][C:6]=3[C:5]=2[CH:4]=1)[CH3:2].[OH-].[K+].[F:19][C:20]([F:30])([F:29])[C:21]1[CH:26]=[CH:25][C:24]([CH:27]=[CH2:28])=[CH:23][N:22]=1. The catalyst is CN1CCCC1=O.[Cl-].[Na+].O. The product is [CH2:1]([C:3]1[CH:11]=[CH:10][C:9]2[N:8]([CH2:28][CH2:27][C:24]3[CH:23]=[N:22][C:21]([C:20]([F:30])([F:19])[F:29])=[CH:26][CH:25]=3)[C:7]3[CH2:12][CH2:13][N:14]([CH3:16])[CH2:15][C:6]=3[C:5]=2[CH:4]=1)[CH3:2]. The yield is 0.570. (4) The reactants are [CH:1]1([CH2:4][C:5]([NH:7][C:8]2[N:9]=[C:10]3[CH:15]=[CH:14][C:13](I)=[N:12][N:11]3[CH:17]=2)=[O:6])[CH2:3][CH2:2]1.[NH2:18][C:19]1[CH:20]=[C:21]([OH:26])[CH:22]=[CH:23][C:24]=1[CH3:25].C(=O)([O-])[O-].[K+].[K+]. The catalyst is CN(C)C=O. The product is [NH2:18][C:19]1[CH:20]=[C:21]([CH:22]=[CH:23][C:24]=1[CH3:25])[O:26][C:13]1[CH:14]=[CH:15][C:10]2[N:11]([CH:17]=[C:8]([NH:7][C:5](=[O:6])[CH2:4][CH:1]3[CH2:3][CH2:2]3)[N:9]=2)[N:12]=1. The yield is 0.470. (5) The reactants are [CH3:1][O:2][C:3]([C:5]1[CH:6]=[C:7]([OH:17])[C:8](Br)=[C:9]2[O:13][C:12]([CH3:15])([CH3:14])[CH2:11][C:10]=12)=[O:4].OCC1(OC[C@@H](O)[C@@H](O)[C@H]1O)O. The catalyst is CO.[Pd]. The product is [CH3:1][O:2][C:3]([C:5]1[CH:6]=[C:7]([OH:17])[CH:8]=[C:9]2[O:13][C:12]([CH3:14])([CH3:15])[CH2:11][C:10]=12)=[O:4]. The yield is 0.796.